Task: Predict the reactants needed to synthesize the given product.. Dataset: Full USPTO retrosynthesis dataset with 1.9M reactions from patents (1976-2016) (1) Given the product [CH:1]1([C:4]2[CH:5]=[C:6]([NH:10][C:11]3[O:12][CH2:13][C:14]4[CH:20]=[C:19]([NH:21][C:30](=[O:31])[CH2:29][N:26]5[CH2:27][CH2:28][N:23]([CH3:22])[CH2:24][CH2:25]5)[CH:18]=[CH:17][C:15]=4[N:16]=3)[CH:7]=[CH:8][CH:9]=2)[CH2:3][CH2:2]1, predict the reactants needed to synthesize it. The reactants are: [CH:1]1([C:4]2[CH:5]=[C:6]([NH:10][C:11]3[O:12][CH2:13][C:14]4[CH:20]=[C:19]([NH2:21])[CH:18]=[CH:17][C:15]=4[N:16]=3)[CH:7]=[CH:8][CH:9]=2)[CH2:3][CH2:2]1.[CH3:22][N:23]1[CH2:28][CH2:27][N:26]([CH2:29][C:30](O)=[O:31])[CH2:25][CH2:24]1. (2) Given the product [C:1]([O:5][C:6]([CH3:9])([CH3:8])[CH3:7])(=[O:4])[CH:2]=[CH2:3].[CH2:10]=[CH2:11], predict the reactants needed to synthesize it. The reactants are: [C:1]([O:5][C:6]([CH3:9])([CH3:8])[CH3:7])(=[O:4])[CH:2]=[CH2:3].[C:10]([O-])(=O)[CH:11]=C. (3) Given the product [CH2:1]([O:8][C:9]1[CH:10]=[CH:11][C:12]([C@H:15]2[N:18]([C:19]3[CH:24]=[CH:23][C:22]([F:25])=[CH:21][CH:20]=3)[C:17](=[O:26])[C@@H:16]2[CH2:27][CH2:28][C@@H:29]([C:31]2[CH:36]=[CH:35][C:34]([F:37])=[CH:33][CH:32]=2)[OH:30])=[CH:13][CH:14]=1)[C:2]1[CH:3]=[CH:4][CH:5]=[CH:6][CH:7]=1, predict the reactants needed to synthesize it. The reactants are: [CH2:1]([O:8][C:9]1[CH:14]=[CH:13][C:12]([C@H:15]2[N:18]([C:19]3[CH:24]=[CH:23][C:22]([F:25])=[CH:21][CH:20]=3)[C:17](=[O:26])[C@@H:16]2[CH2:27][CH2:28][C:29]([C:31]2[CH:36]=[CH:35][C:34]([F:37])=[CH:33][CH:32]=2)=[O:30])=[CH:11][CH:10]=1)[C:2]1[CH:7]=[CH:6][CH:5]=[CH:4][CH:3]=1.B1(C)OC(C2C=CC=CC=2)(C2C=CC=CC=2)[C@@H]2N1CCC2.C1(C)C=CC=CC=1. (4) Given the product [Cl:35][C:36]1[N:37]=[CH:38][C:39]([CH2:42][N:20]2[CH:21]=[CH:22][CH:23]=[CH:24][C:19]2=[N:18][C:3](=[O:4])[C:2]([F:7])([F:6])[F:1])=[CH:40][CH:41]=1, predict the reactants needed to synthesize it. The reactants are: [F:1][C:2]([F:7])([F:6])[C:3](O)=[O:4].CN(C)C=O.P(Cl)(Cl)(Cl)=O.[NH2:18][C:19]1[CH:24]=[CH:23][CH:22]=[CH:21][N:20]=1.[O-]CC.[Na+].C(=O)([O-])[O-].[K+].[K+].[Cl:35][C:36]1[CH:41]=[CH:40][C:39]([CH2:42]Cl)=[CH:38][N:37]=1.